From a dataset of Full USPTO retrosynthesis dataset with 1.9M reactions from patents (1976-2016). Predict the reactants needed to synthesize the given product. (1) Given the product [Br:1][C:2]1[CH:7]=[C:6]2[C:5]([NH:14][CH2:11][CH:10]([CH3:13])[N:8]2[CH3:9])=[CH:4][C:3]=1[C:15]([F:18])([F:17])[F:16], predict the reactants needed to synthesize it. The reactants are: [Br:1][C:2]1[CH:7]=[C:6]([N:8]([CH:10]([CH3:13])[CH2:11]Cl)[CH3:9])[C:5]([NH2:14])=[CH:4][C:3]=1[C:15]([F:18])([F:17])[F:16].[I-].[K+].C(=O)([O-])[O-].[K+].[K+].CCOC(C)=O. (2) Given the product [C:39]1([C:29]2[N:30]=[C:31]([C:33]3[CH:34]=[CH:35][CH:36]=[CH:37][CH:38]=3)[N:32]=[C:27]([C:5]3[CH:4]=[C:3]4[C:8]5=[C:7]([C:23]6[CH:22]=[CH:21][CH:20]=[CH:19][C:24]=6[N:9]5[C:10]5[CH:11]=[CH:12][CH:13]=[CH:14][C:15]=5[C:2]4([CH3:25])[CH3:1])[CH:6]=3)[N:28]=2)[CH:44]=[CH:43][CH:42]=[CH:41][CH:40]=1, predict the reactants needed to synthesize it. The reactants are: [CH3:1][C:2]1([CH3:25])[C:15]2[C:10]3=[C:11]([C:19]4[CH:20]=[CH:21][CH:22]=[CH:23][C:24]=4[N:9]3[C:8]3[CH:7]=[CH:6][CH:5]=[CH:4][C:3]1=3)[CH:12]=[C:13](B(O)O)[CH:14]=2.Cl[C:27]1[N:32]=[C:31]([C:33]2[CH:38]=[CH:37][CH:36]=[CH:35][CH:34]=2)[N:30]=[C:29]([C:39]2[CH:44]=[CH:43][CH:42]=[CH:41][CH:40]=2)[N:28]=1.P([O-])([O-])([O-])=O.[K+].[K+].[K+].C1(C)C=CC=CC=1P(C1C=CC=CC=1C)C1C=CC=CC=1C. (3) Given the product [CH3:1][C:2]1[C:3]([CH:23]=[O:24])=[CH:4][N:5]([S:13]([C:16]2[CH:17]=[CH:18][C:19]([CH3:22])=[CH:20][CH:21]=2)(=[O:15])=[O:14])[C:6]=1[C:7]1[CH:8]=[CH:9][CH:10]=[CH:11][CH:12]=1, predict the reactants needed to synthesize it. The reactants are: [CH3:1][C:2]1[C:3]([C:23](OCC)=[O:24])=[CH:4][N:5]([S:13]([C:16]2[CH:21]=[CH:20][C:19]([CH3:22])=[CH:18][CH:17]=2)(=[O:15])=[O:14])[C:6]=1[C:7]1[CH:12]=[CH:11][CH:10]=[CH:9][CH:8]=1.[H-].C([Al+]CC(C)C)C(C)C.Cl. (4) Given the product [CH3:10][O:9][C:1](=[O:8])[CH2:2][C@@H:7]1[CH2:6][CH2:29][CH2:30][O:32]1, predict the reactants needed to synthesize it. The reactants are: [C:1]([OH:9])(=[O:8])[C:2]1[CH:7]=[CH:6]N=CC=1.[CH:10]1C=CC(P(C2C=CC=CC=2)C2C=CC=CC=2)=CC=1.[CH3:29][CH:30]([O:32]C(/N=N/C(OC(C)C)=O)=O)C. (5) Given the product [Br:20][C:8]1[C:9]2[CH:10]=[N:11][C:12]([C:15]([O:17][CH2:18][CH3:19])=[O:16])=[CH:13][C:14]=2[N:6]([CH2:5][CH2:4][CH2:3][O:2][CH3:1])[CH:7]=1, predict the reactants needed to synthesize it. The reactants are: [CH3:1][O:2][CH2:3][CH2:4][CH2:5][N:6]1[C:14]2[CH:13]=[C:12]([C:15]([O:17][CH2:18][CH3:19])=[O:16])[N:11]=[CH:10][C:9]=2[CH:8]=[CH:7]1.[Br:20]N1C(=O)CCC1=O.O. (6) Given the product [C:1]([NH:9][C:10](=[S:11])[N:19]([C:17]1[CH:18]=[C:13]([CH3:12])[C:14]([CH2:22][CH2:23][S:24]([N:27]2[CH2:28][CH2:29][C:30]3([N:34]=[C:33]([CH:35]4[CH2:40][CH2:39][CH:38]([CH3:41])[CH2:37][CH2:36]4)[NH:32][C:31]3=[O:42])[CH2:43][CH2:44]2)(=[O:26])=[O:25])=[C:15]([CH3:21])[CH:16]=1)[CH3:20])(=[O:8])[C:2]1[CH:7]=[CH:6][CH:5]=[CH:4][CH:3]=1, predict the reactants needed to synthesize it. The reactants are: [C:1]([N:9]=[C:10]=[S:11])(=[O:8])[C:2]1[CH:7]=[CH:6][CH:5]=[CH:4][CH:3]=1.[CH3:12][C:13]1[CH:18]=[C:17]([NH:19][CH3:20])[CH:16]=[C:15]([CH3:21])[C:14]=1[CH2:22][CH2:23][S:24]([N:27]1[CH2:44][CH2:43][C:30]2([N:34]=[C:33]([CH:35]3[CH2:40][CH2:39][CH:38]([CH3:41])[CH2:37][CH2:36]3)[NH:32][C:31]2=[O:42])[CH2:29][CH2:28]1)(=[O:26])=[O:25]. (7) Given the product [CH2:1]([N:8]1[CH:16]=[C:15]2[C:10]([CH:11]=[C:12]([C:17]3[CH:18]=[C:19]([C@H:27]4[CH2:32][CH2:31][CH2:30][N:29]([C:36](=[O:37])[CH2:35][N:34]([CH3:39])[CH3:33])[CH2:28]4)[N:20]4[C:25]=3[C:24]([NH2:26])=[N:23][CH:22]=[N:21]4)[CH:13]=[CH:14]2)=[N:9]1)[C:2]1[CH:3]=[CH:4][CH:5]=[CH:6][CH:7]=1, predict the reactants needed to synthesize it. The reactants are: [CH2:1]([N:8]1[CH:16]=[C:15]2[C:10]([CH:11]=[C:12]([C:17]3[CH:18]=[C:19]([C@H:27]4[CH2:32][CH2:31][CH2:30][NH:29][CH2:28]4)[N:20]4[C:25]=3[C:24]([NH2:26])=[N:23][CH:22]=[N:21]4)[CH:13]=[CH:14]2)=[N:9]1)[C:2]1[CH:7]=[CH:6][CH:5]=[CH:4][CH:3]=1.[CH3:33][N:34]([CH3:39])[CH2:35][C:36](O)=[O:37].CCN=C=NCCCN(C)C.Cl.C1C=CC2N(O)N=NC=2C=1.C(N(CC)C(C)C)(C)C.